Dataset: Catalyst prediction with 721,799 reactions and 888 catalyst types from USPTO. Task: Predict which catalyst facilitates the given reaction. (1) Reactant: [CH2:1]([O:3][C:4]([C:6]1[C:15](=[O:16])[C:14]2[C:9](=[C:10]([CH2:18][O:19]C(=O)C)[CH:11]=[C:12]([I:17])[CH:13]=2)[NH:8][CH:7]=1)=[O:5])[CH3:2].[O-]CC.[Na+]. Product: [CH2:1]([O:3][C:4]([C:6]1[C:15](=[O:16])[C:14]2[C:9](=[C:10]([CH2:18][OH:19])[CH:11]=[C:12]([I:17])[CH:13]=2)[NH:8][CH:7]=1)=[O:5])[CH3:2]. The catalyst class is: 14. (2) Reactant: [Br:1][C:2]1[CH:3]=[C:4]2[C:12](=[CH:13][CH:14]=1)[NH:11][C:10]1[CH:9]([NH2:15])[CH2:8][CH2:7][CH2:6][C:5]2=1.Cl[C:17]1[N:22]=[CH:21][CH:20]=[CH:19][N:18]=1. Product: [Br:1][C:2]1[CH:3]=[C:4]2[C:12](=[CH:13][CH:14]=1)[NH:11][C:10]1[CH:9]([NH:15][C:17]3[N:22]=[CH:21][CH:20]=[CH:19][N:18]=3)[CH2:8][CH2:7][CH2:6][C:5]2=1. The catalyst class is: 42. (3) Reactant: CC1(C)C(C)(C)OB([C:9]2[CH:29]=[CH:28][C:12]([C:13]([N:15]3[CH2:20][CH2:19][N:18]([C:21]([O:23][C:24]([CH3:27])([CH3:26])[CH3:25])=[O:22])[CH2:17][CH2:16]3)=[O:14])=[CH:11][CH:10]=2)O1.Br[C:32]1[N:33]=[C:34]([C:39]2[O:40][C:41]3[CH:46]=[CH:45][N:44]=[CH:43][C:42]=3[N:47]=2)[C:35]([NH2:38])=[N:36][CH:37]=1.C(=O)([O-])[O-].[Na+].[Na+]. Product: [NH2:38][C:35]1[N:36]=[CH:37][C:32]([C:9]2[CH:10]=[CH:11][C:12]([C:13]([N:15]3[CH2:16][CH2:17][N:18]([C:21]([O:23][C:24]([CH3:26])([CH3:25])[CH3:27])=[O:22])[CH2:19][CH2:20]3)=[O:14])=[CH:28][CH:29]=2)=[N:33][C:34]=1[C:39]1[O:40][C:41]2[CH:46]=[CH:45][N:44]=[CH:43][C:42]=2[N:47]=1. The catalyst class is: 1. (4) Reactant: [CH2:1]([O:3][C:4](=[O:11])[C:5]#[C:6][C:7](O)([CH3:9])[CH3:8])[CH3:2].CCN(S(F)(F)[F:18])CC. Product: [CH2:1]([O:3][C:4](=[O:11])[C:5]#[C:6][C:7]([F:18])([CH3:9])[CH3:8])[CH3:2]. The catalyst class is: 4. (5) Reactant: Cl[C:2]1[N:6]([CH3:7])[C:5]2[CH:8]=[CH:9][CH:10]=[CH:11][C:4]=2[N:3]=1.[CH2:12]([N:14]1[C:22]2[C:17](=[N:18][CH:19]=[C:20]([C:23]#[N:24])[CH:21]=2)[N:16]([C:25]2[CH:30]=[CH:29][C:28]([OH:31])=[CH:27][CH:26]=2)[C:15]1=[O:32])[CH3:13].[H-].[Na+]. Product: [CH2:12]([N:14]1[C:22]2[C:17](=[N:18][CH:19]=[C:20]([C:23]#[N:24])[CH:21]=2)[N:16]([C:25]2[CH:30]=[CH:29][C:28]([O:31][C:2]3[N:6]([CH3:7])[C:5]4[CH:8]=[CH:9][CH:10]=[CH:11][C:4]=4[N:3]=3)=[CH:27][CH:26]=2)[C:15]1=[O:32])[CH3:13]. The catalyst class is: 121.